Dataset: Catalyst prediction with 721,799 reactions and 888 catalyst types from USPTO. Task: Predict which catalyst facilitates the given reaction. (1) Reactant: C([O:3][C:4](=[O:13])[C:5]1[CH:10]=[CH:9][C:8]([NH2:11])=[C:7]([NH2:12])[CH:6]=1)C.[Cl:14][C:15]1[CH:20]=[CH:19][CH:18]=[C:17]([Cl:21])[C:16]=1[N:22]=[C:23]=S.CC(C)N=C=NC(C)C.O. Product: [Cl:14][C:15]1[CH:20]=[CH:19][CH:18]=[C:17]([Cl:21])[C:16]=1[NH:22][C:23]1[NH:12][C:7]2[CH:6]=[C:5]([C:4]([OH:3])=[O:13])[CH:10]=[CH:9][C:8]=2[N:11]=1. The catalyst class is: 3. (2) Reactant: [C:1]1([CH3:21])[CH:6]=[CH:5][C:4]([S:7]([C:10]2[CH:19]=[CH:18][C:17]([OH:20])=[C:16]3[C:11]=2[CH:12]=[CH:13][CH:14]=[N:15]3)(=[O:9])=[O:8])=[CH:3][CH:2]=1.[I:22]N1C(=O)CCC1=O. Product: [I:22][C:18]1[C:17]([OH:20])=[C:16]2[C:11]([CH:12]=[CH:13][CH:14]=[N:15]2)=[C:10]([S:7]([C:4]2[CH:3]=[CH:2][C:1]([CH3:21])=[CH:6][CH:5]=2)(=[O:9])=[O:8])[CH:19]=1. The catalyst class is: 22. (3) Product: [CH2:39]([O:38][C:36]([CH2:35][NH:42][CH2:22][CH2:18][C:1]([O:3][CH2:4][CH3:5])=[O:2])=[O:37])[CH3:40]. Reactant: [C:1]([CH:18]([CH2:22]CCCN)C(O)=O)([O:3][CH2:4][CH:5]1C2C(=CC=CC=2)C2C1=CC=CC=2)=[O:2].C(OC(NCC[CH2:35][C:36]([O:38][CH2:39][CH3:40])=[O:37])=O)C.C[N:42](C1C=CC=CN=1)C. The catalyst class is: 4.